Dataset: Forward reaction prediction with 1.9M reactions from USPTO patents (1976-2016). Task: Predict the product of the given reaction. (1) Given the reactants [CH2:1]([O:3][C:4]([C:6]1[CH2:11][C@@H:10]([O:12][S:13]([CH3:16])(=[O:15])=[O:14])[C@H:9]([O:17][S:18]([CH3:21])(=[O:20])=[O:19])[C@H:8](OS(C)(=O)=O)[CH:7]=1)=[O:5])[CH3:2].CS(C)=O.[N-:31]=[N+:32]=[N-:33].[Na+], predict the reaction product. The product is: [CH2:1]([O:3][C:4]([C:6]1[CH2:11][C@@H:10]([O:12][S:13]([CH3:16])(=[O:15])=[O:14])[C@@H:9]([O:17][S:18]([CH3:21])(=[O:20])=[O:19])[C@H:8]([N:31]=[N+:32]=[N-:33])[CH:7]=1)=[O:5])[CH3:2]. (2) The product is: [CH3:22][O:21][C:18]1[CH:17]=[CH:16][C:15]([CH2:14][N:13]2[C:9]([N:8]([CH2:7][C:6]3[CH:27]=[CH:28][C:3]([O:2][CH3:1])=[CH:4][CH:5]=3)[CH3:26])=[N:10][C:11]([NH2:23])=[N:12]2)=[CH:20][CH:19]=1. Given the reactants [CH3:1][O:2][C:3]1[CH:28]=[CH:27][C:6]([CH2:7][N:8]([CH3:26])[C:9]2[N:13]([CH2:14][C:15]3[CH:20]=[CH:19][C:18]([O:21][CH3:22])=[CH:17][CH:16]=3)[N:12]=[C:11]([N+:23]([O-])=O)[N:10]=2)=[CH:5][CH:4]=1.[NH4+].[Cl-], predict the reaction product.